From a dataset of TCR-epitope binding with 47,182 pairs between 192 epitopes and 23,139 TCRs. Binary Classification. Given a T-cell receptor sequence (or CDR3 region) and an epitope sequence, predict whether binding occurs between them. (1) The epitope is YLDAYNMMI. The TCR CDR3 sequence is CSVWTSGRAGFSDTQYF. Result: 1 (the TCR binds to the epitope). (2) The epitope is FPRPWLHGL. The TCR CDR3 sequence is CASSQWNEQFF. Result: 0 (the TCR does not bind to the epitope).